This data is from Forward reaction prediction with 1.9M reactions from USPTO patents (1976-2016). The task is: Predict the product of the given reaction. (1) Given the reactants [CH3:1][O:2][S:3]([O-:6])(=[O:5])=[O:4].[NH2:7][C:8]1[CH:13]=[CH:12][CH:11]=[CH:10][C:9]=1[N:14]([CH3:21])[CH2:15][CH2:16][N+:17]([CH3:20])([CH3:19])[CH3:18].[N:22]([O-])=O.[Na+].[CH:26]1[C:35]2[C:30](=[CH:31][CH:32]=[CH:33][CH:34]=2)[CH:29]=[CH:28][C:27]=1[OH:36].C(=O)([O-])[O-].[Na+].[Na+], predict the reaction product. The product is: [CH3:1][O:2][S:3]([O-:6])(=[O:5])=[O:4].[OH:36][C:27]1[CH:28]=[CH:29][C:30]2[C:35](=[CH:34][CH:33]=[CH:32][CH:31]=2)[C:26]=1[N:22]=[N:7][C:8]1[CH:13]=[CH:12][CH:11]=[CH:10][C:9]=1[N:14]([CH3:21])[CH2:15][CH2:16][N+:17]([CH3:20])([CH3:19])[CH3:18]. (2) Given the reactants [Mg].Br[C:3]1[CH:8]=[CH:7][C:6]([CH2:9][CH2:10][CH2:11][CH3:12])=[CH:5][CH:4]=1.C(O[CH2:16][CH3:17])C.[Cl:18][Si:19]([Cl:22])([Cl:21])[Cl:20], predict the reaction product. The product is: [CH2:9]([C:6]1[CH:7]=[CH:8][C:3]([Si:19]([Cl:21])([Cl:20])[Cl:18])=[CH:4][CH:5]=1)[CH2:10][CH2:11][CH3:12].[CH2:9]([C:6]1[CH:7]=[CH:8][C:3]([Si:19]([C:3]2[CH:8]=[CH:7][C:6]([CH2:9][CH2:10][CH2:16][CH3:17])=[CH:5][CH:4]=2)([Cl:22])[Cl:18])=[CH:4][CH:5]=1)[CH2:10][CH2:11][CH3:12].